This data is from Forward reaction prediction with 1.9M reactions from USPTO patents (1976-2016). The task is: Predict the product of the given reaction. (1) Given the reactants [C:1]([O:5][C:6]([NH:8][CH2:9][C@H:10]1[CH2:15][CH2:14][C@H:13]([C:16]([NH:18][C@H:19]([C:38](=[O:55])[NH:39][C:40]2[CH:45]=[CH:44][C:43]([C:46]3[NH:50][N:49]=[C:48]([C:51]([F:54])([F:53])[F:52])[N:47]=3)=[CH:42][CH:41]=2)[CH2:20][C:21]2[CH:26]=[CH:25][C:24]([C:27]3[CH:32]=[CH:31][C:30]([C:33]([O:35]C)=[O:34])=[CH:29][C:28]=3[CH3:37])=[CH:23][CH:22]=2)=[O:17])[CH2:12][CH2:11]1)=[O:7])([CH3:4])([CH3:3])[CH3:2].[OH-].[Li+], predict the reaction product. The product is: [C:1]([O:5][C:6]([NH:8][CH2:9][C@H:10]1[CH2:15][CH2:14][C@H:13]([C:16]([NH:18][C@H:19]([C:38](=[O:55])[NH:39][C:40]2[CH:45]=[CH:44][C:43]([C:46]3[NH:50][N:49]=[C:48]([C:51]([F:54])([F:53])[F:52])[N:47]=3)=[CH:42][CH:41]=2)[CH2:20][C:21]2[CH:22]=[CH:23][C:24]([C:27]3[CH:32]=[CH:31][C:30]([C:33]([OH:35])=[O:34])=[CH:29][C:28]=3[CH3:37])=[CH:25][CH:26]=2)=[O:17])[CH2:12][CH2:11]1)=[O:7])([CH3:4])([CH3:2])[CH3:3]. (2) Given the reactants Br[CH2:2][C:3]1[CH:8]=[CH:7][C:6]([CH:9]([CH3:14])[C:10]([O:12]C)=[O:11])=[C:5]([F:15])[CH:4]=1.[S:16]1[CH:20]=[CH:19][CH:18]=[C:17]1B(O)O.C(=O)([O-])[O-].[Na+].[Na+], predict the reaction product. The product is: [F:15][C:5]1[CH:4]=[C:3]([CH2:2][C:18]2[CH:19]=[CH:20][S:16][CH:17]=2)[CH:8]=[CH:7][C:6]=1[CH:9]([CH3:14])[C:10]([OH:12])=[O:11]. (3) Given the reactants [F:1][C:2]1[CH:7]=[CH:6][C:5]([C:8]2[C:9]([O:11][C:12](=[O:14])[CH:13]=2)=[O:10])=[CH:4][CH:3]=1.[F-].[Cs+].[C:17]([Si](C)(C)C)([F:20])([F:19])[F:18], predict the reaction product. The product is: [F:18][C:17]([F:20])([F:19])[C:9](=[O:10])[C:8]([C:5]1[CH:6]=[CH:7][C:2]([F:1])=[CH:3][CH:4]=1)=[CH:13][C:12]([OH:11])=[O:14]. (4) The product is: [CH3:1][O:2][C:3]1[N:4]=[CH:5][C:6]2[N:10]=[CH:13][NH:9][C:7]=2[CH:8]=1. Given the reactants [CH3:1][O:2][C:3]1[CH:8]=[C:7]([NH2:9])[C:6]([N+:10]([O-])=O)=[CH:5][N:4]=1.[CH3:13]O, predict the reaction product.